This data is from Full USPTO retrosynthesis dataset with 1.9M reactions from patents (1976-2016). The task is: Predict the reactants needed to synthesize the given product. (1) The reactants are: [CH:1]#[C:2][CH2:3][C@@H:4]([NH2:8])[C:5]([OH:7])=[O:6].C([O-])([O-])=O.[Na+].[Na+].[C:15]1([S:21](Cl)(=[O:23])=[O:22])[CH:20]=[CH:19][CH:18]=[CH:17][CH:16]=1. Given the product [CH:16]1[CH:17]=[CH:18][CH:19]=[CH:20][C:15]=1[S:21]([NH:8][C@H:4]([CH2:3][C:2]#[CH:1])[C:5]([OH:7])=[O:6])(=[O:23])=[O:22], predict the reactants needed to synthesize it. (2) Given the product [F:44][C:43]1[CH:42]=[C:38]([CH:37]=[C:36]([F:45])[C:35]=1[N:24]1[CH2:25][CH2:26][CH:27]([C:28]2[CH:33]=[CH:32][CH:31]=[CH:30][C:29]=2[F:34])[CH:22]([CH2:21][NH:8][C@@H:9]([C:11]2[C:20]3[C:15](=[CH:16][CH:17]=[CH:18][CH:19]=3)[CH:14]=[CH:13][CH:12]=2)[CH3:10])[CH2:23]1)[C:39]([OH:41])=[O:40], predict the reactants needed to synthesize it. The reactants are: C(OC([N:8]([CH2:21][CH:22]1[CH:27]([C:28]2[CH:33]=[CH:32][CH:31]=[CH:30][C:29]=2[F:34])[CH2:26][CH2:25][N:24]([C:35]2[C:43]([F:44])=[CH:42][C:38]([C:39]([OH:41])=[O:40])=[CH:37][C:36]=2[F:45])[CH2:23]1)[C@@H:9]([C:11]1[C:20]2[C:15](=[CH:16][CH:17]=[CH:18][CH:19]=2)[CH:14]=[CH:13][CH:12]=1)[CH3:10])=O)(C)(C)C.Cl.O1CCOCC1. (3) Given the product [CH3:3][C:4]1[C:8]([CH2:9][S:10][CH2:13][S:14]([N:17]2[CH2:22][CH2:21][N:20]([C:23]3[CH:28]=[CH:27][CH:26]=[CH:25][C:24]=3[CH3:29])[CH2:19][CH2:18]2)(=[O:15])=[O:16])=[C:7]([CH3:11])[O:6][N:5]=1, predict the reactants needed to synthesize it. The reactants are: [H-].[Na+].[CH3:3][C:4]1[C:8]([CH2:9][SH:10])=[C:7]([CH3:11])[O:6][N:5]=1.Cl[CH2:13][S:14]([N:17]1[CH2:22][CH2:21][N:20]([C:23]2[CH:28]=[CH:27][CH:26]=[CH:25][C:24]=2[CH3:29])[CH2:19][CH2:18]1)(=[O:16])=[O:15]. (4) Given the product [Br:1][C:2]1[C:3]([O:9][CH3:10])=[CH:4][C:5]([O:8][CH:12]([F:17])[F:11])=[N:6][CH:7]=1, predict the reactants needed to synthesize it. The reactants are: [Br:1][C:2]1[C:3]([O:9][CH3:10])=[CH:4][C:5]([OH:8])=[N:6][CH:7]=1.[F:11][C:12]([F:17])(Cl)C([O-])=O.[Na+].C([O-])([O-])=O.[Cs+].[Cs+]. (5) Given the product [CH3:1][O:2][C:3]1[CH:12]=[CH:11][CH:10]=[C:9]2[C:4]=1[CH2:5][CH2:6][C@H:7]([CH3:13])[NH:8]2, predict the reactants needed to synthesize it. The reactants are: [CH3:1][O:2][C:3]1[CH:12]=[CH:11][CH:10]=[C:9]2[C:4]=1[CH:5]=[CH:6][C:7]([CH3:13])=[N:8]2.[H][H]. (6) The reactants are: [Cl:1][C:2]1[C:3]([F:31])=[C:4]([CH:8]2[C:12]([C:15]3[CH:20]=[CH:19][C:18]([Cl:21])=[C:17]([F:22])[CH:16]=3)([C:13]#[N:14])[CH:11]([CH2:23][C:24]([CH3:27])([CH3:26])[CH3:25])[NH:10][CH:9]2[C:28]([OH:30])=O)[CH:5]=[CH:6][CH:7]=1.[CH3:32][C:33]1([CH3:41])[O:37][C@@H:36]([CH2:38][CH2:39][NH2:40])[CH2:35][O:34]1.CCN(C(C)C)C(C)C. Given the product [CH3:32][C:33]1([CH3:41])[O:37][C@@H:36]([CH2:38][CH2:39][NH:40][C:28]([CH:9]2[CH:8]([C:4]3[CH:5]=[CH:6][CH:7]=[C:2]([Cl:1])[C:3]=3[F:31])[C:12]([C:15]3[CH:20]=[CH:19][C:18]([Cl:21])=[C:17]([F:22])[CH:16]=3)([C:13]#[N:14])[CH:11]([CH2:23][C:24]([CH3:26])([CH3:27])[CH3:25])[NH:10]2)=[O:30])[CH2:35][O:34]1, predict the reactants needed to synthesize it. (7) Given the product [Br:1][C:2]1[CH:7]=[CH:6][C:5]([N:8]2[C:9](=[O:10])[NH:11][N:12]=[C:13]2[CH2:14][C@@H:15]2[CH2:19][CH2:18][N:17]([C:20]([O:22][C:23]([CH3:26])([CH3:25])[CH3:24])=[O:21])[CH2:16]2)=[C:4]([F:28])[CH:3]=1, predict the reactants needed to synthesize it. The reactants are: [Br:1][C:2]1[CH:7]=[CH:6][C:5]([NH:8][C:9]([NH:11][NH:12][C:13](=O)[CH2:14][C@@H:15]2[CH2:19][CH2:18][N:17]([C:20]([O:22][C:23]([CH3:26])([CH3:25])[CH3:24])=[O:21])[CH2:16]2)=[O:10])=[C:4]([F:28])[CH:3]=1.C(=O)([O-])[O-].[K+].[K+].C(OC(OC(C)(C)C)=O)(OC(C)(C)C)=O.Cl. (8) Given the product [Si:1]([O:8][CH2:9][C:10]([N:13]1[C:18](=[O:19])[CH:17]=[CH:16][C:15]([NH:25][C:29](=[O:39])[O:53][C:49]([CH3:52])([CH3:51])[CH3:50])=[CH:14]1)([CH3:12])[CH3:11])([C:4]([CH3:7])([CH3:6])[CH3:5])([CH3:3])[CH3:2], predict the reactants needed to synthesize it. The reactants are: [Si:1]([O:8][CH2:9][C:10]([N:13]1[C:18](=[O:19])[CH:17]=[CH:16][C:15](C(O)=O)=[CH:14]1)([CH3:12])[CH3:11])([C:4]([CH3:7])([CH3:6])[CH3:5])([CH3:3])[CH3:2].CC[N:25]([CH:29](C)C)C(C)C.C1(P(N=[N+]=[N-])(C2C=CC=CC=2)=[O:39])C=CC=CC=1.[C:49]([OH:53])([CH3:52])([CH3:51])[CH3:50].